Dataset: Forward reaction prediction with 1.9M reactions from USPTO patents (1976-2016). Task: Predict the product of the given reaction. (1) Given the reactants [OH:1][CH:2]1[CH2:7][CH2:6][CH2:5][NH:4][CH2:3]1.CCN(CC)CC.[CH3:15][C:16]([O:19][C:20](O[C:20]([O:19][C:16]([CH3:18])([CH3:17])[CH3:15])=[O:21])=[O:21])([CH3:18])[CH3:17], predict the reaction product. The product is: [C:16]([O:19][C:20]([N:4]1[CH2:5][CH2:6][CH2:7][CH:2]([OH:1])[CH2:3]1)=[O:21])([CH3:18])([CH3:17])[CH3:15]. (2) Given the reactants [Na+].[CH2:2]([P:4]([OH:11])([CH2:6][CH2:7][C:8]([O-:10])=[O:9])=[O:5])[CH3:3].S(=O)(=O)(O)O, predict the reaction product. The product is: [CH2:2]([P:4]([OH:11])([CH2:6][CH2:7][C:8]([OH:10])=[O:9])=[O:5])[CH3:3]. (3) Given the reactants [CH3:1][O:2][C:3]1[C:4]([CH3:34])=[C:5]([C:25]([O:32][CH3:33])=[C:26]([O:30][CH3:31])[C:27]=1[O:28][CH3:29])[CH2:6][C:7]1[CH:8]=[CH:9][C:10](OS(C(F)(F)F)(=O)=O)=[C:11]([CH:16]=1)[C:12]([O:14][CH3:15])=[O:13].C(=O)([O-])[O-].[Na+].[Na+].[Cl-].[Li+].B1([C:49]2[CH:54]=[CH:53][CH:52]=[N:51][CH:50]=2)OCCCO1, predict the reaction product. The product is: [CH3:1][O:2][C:3]1[C:4]([CH3:34])=[C:5]([C:25]([O:32][CH3:33])=[C:26]([O:30][CH3:31])[C:27]=1[O:28][CH3:29])[CH2:6][C:7]1[CH:8]=[CH:9][C:10]([C:49]2[CH:50]=[N:51][CH:52]=[CH:53][CH:54]=2)=[C:11]([CH:16]=1)[C:12]([O:14][CH3:15])=[O:13]. (4) The product is: [Cl:15][C:16]1[CH:20]=[CH:19][S:18][C:17]=1[C:21]1[O:14][N:13]=[C:11]([C:2]2[CH:3]=[CH:4][C:5]3[C:10](=[CH:9][CH:8]=[CH:7][CH:6]=3)[N:1]=2)[N:12]=1. Given the reactants [N:1]1[C:10]2[C:5](=[CH:6][CH:7]=[CH:8][CH:9]=2)[CH:4]=[CH:3][C:2]=1[C:11](=[N:13][OH:14])[NH2:12].[Cl:15][C:16]1[CH:20]=[CH:19][S:18][C:17]=1[C:21](Cl)=O, predict the reaction product. (5) Given the reactants [NH2:1][C@@H:2]1[CH2:7][CH2:6][C@H:5]([NH:8][C:9]([C:11]2[C:15]3[N:16]=[CH:17][N:18]=[C:19]([C:20]4[C:28]5[O:27][CH2:26][O:25][C:24]=5[CH:23]=[CH:22][C:21]=4[O:29][CH2:30][CH2:31][O:32][CH3:33])[C:14]=3[NH:13][CH:12]=2)=[O:10])[CH2:4][CH2:3]1.[CH:34]1([C:37](Cl)=[O:38])CC1, predict the reaction product. The product is: [C:37]([NH:1][C@@H:2]1[CH2:3][CH2:4][C@H:5]([NH:8][C:9]([C:11]2[C:15]3[N:16]=[CH:17][N:18]=[C:19]([C:20]4[C:28]5[O:27][CH2:26][O:25][C:24]=5[CH:23]=[CH:22][C:21]=4[O:29][CH2:30][CH2:31][O:32][CH3:33])[C:14]=3[NH:13][CH:12]=2)=[O:10])[CH2:6][CH2:7]1)(=[O:38])[CH3:34]. (6) The product is: [CH2:1]([O:8][C:9]1[CH:16]=[CH:15][C:12]([CH:13]=[O:14])=[C:11]([CH:10]=1)[O:17][CH2:19][CH2:20][CH2:21][C:22]([O:24][CH2:25][CH3:26])=[O:23])[C:2]1[CH:3]=[CH:4][CH:5]=[CH:6][CH:7]=1. Given the reactants [CH2:1]([O:8][C:9]1[CH:16]=[CH:15][C:12]([CH:13]=[O:14])=[C:11]([OH:17])[CH:10]=1)[C:2]1[CH:7]=[CH:6][CH:5]=[CH:4][CH:3]=1.Br[CH2:19][CH2:20][CH2:21][C:22]([O:24][CH2:25][CH3:26])=[O:23].C(=O)([O-])[O-].[K+].[K+].[I-].[Na+], predict the reaction product. (7) The product is: [CH2:1]([O:5][C:6]1[CH:11]=[CH:10][C:9]([C:12]2[C:13]3=[N:18][S:24](=[O:26])(=[O:25])[CH2:23][CH2:22][N:14]3[CH:15]=[CH:16][CH:17]=2)=[CH:8][CH:7]=1)[CH2:2][CH2:3][CH3:4]. Given the reactants [CH2:1]([O:5][C:6]1[CH:11]=[CH:10][C:9]([C:12]2[C:13]([NH2:18])=[N:14][CH:15]=[CH:16][CH:17]=2)=[CH:8][CH:7]=1)[CH2:2][CH2:3][CH3:4].[H-].[Na+].Cl[CH2:22][CH2:23][S:24](Cl)(=[O:26])=[O:25].O, predict the reaction product. (8) Given the reactants [C:1]([C:3]1[CH:4]=[CH:5][C:6]([O:24][CH3:25])=[C:7]([S:9]([NH:12][CH2:13][CH2:14][C:15]2[CH:20]=[CH:19][C:18]([CH:21]([CH3:23])[CH3:22])=[CH:17][CH:16]=2)(=[O:11])=[O:10])[CH:8]=1)#[N:2].C(=O)([O-])[O-].[K+].[K+].Br[CH2:33][C:34]([O:36][CH2:37][CH3:38])=[O:35].O, predict the reaction product. The product is: [C:1]([C:3]1[CH:4]=[CH:5][C:6]([O:24][CH3:25])=[C:7]([S:9]([N:12]([CH2:33][C:34]([O:36][CH2:37][CH3:38])=[O:35])[CH2:13][CH2:14][C:15]2[CH:16]=[CH:17][C:18]([CH:21]([CH3:23])[CH3:22])=[CH:19][CH:20]=2)(=[O:11])=[O:10])[CH:8]=1)#[N:2]. (9) Given the reactants [C:1]([C:3]1[CH:4]=[C:5]([CH:10]=[C:11]([F:13])[CH:12]=1)[C:6](=[N:8][OH:9])[NH2:7])#[N:2].FC1C=[C:17]([C:23]#[N:24])[CH:18]=[C:19]([CH:22]=1)[C:20]#N.C(Cl)(=O)C1C=CC=NC=1.N, predict the reaction product. The product is: [F:13][C:11]1[CH:12]=[C:3]([CH:4]=[C:5]([C:6]2[N:7]=[C:22]([C:19]3[CH:20]=[N:24][CH:23]=[CH:17][CH:18]=3)[O:9][N:8]=2)[CH:10]=1)[C:1]#[N:2]. (10) Given the reactants [Cl:1][C:2]1[CH:10]=[CH:9][C:5]([C:6](O)=[O:7])=[CH:4][C:3]=1[N+:11]([O-:13])=[O:12].CN(C=O)C.C(Cl)(=O)C([Cl:22])=O, predict the reaction product. The product is: [Cl:1][C:2]1[CH:10]=[CH:9][C:5]([C:6]([Cl:22])=[O:7])=[CH:4][C:3]=1[N+:11]([O-:13])=[O:12].